Task: Predict the reaction yield, written as a fraction of the theoretical maximum amount of product (1.0 means a 100% yield; for example, 0.34 means a 34% yield).. Dataset: Reaction yield outcomes from USPTO patents with 853,638 reactions The reactants are [OH:1][CH2:2][CH2:3][CH2:4][N:5]1[CH:10]=[CH:9][C:8](=[O:11])[CH:7]=[CH:6]1.N(C(N1CCCCC1)=O)=NC(N1CCCCC1)=O.[Cl:30][C:31]1[CH:50]=[CH:49][C:34]([NH:35][C:36]2[C:45]3[C:40](=[CH:41][C:42](O)=[C:43]([O:46][CH3:47])[CH:44]=3)[N:39]=[CH:38][N:37]=2)=[C:33]([F:51])[CH:32]=1.C(P(CCCC)CCCC)CCC. The catalyst is C(Cl)Cl. The product is [Cl:30][C:31]1[CH:50]=[CH:49][C:34]([NH:35][C:36]2[C:45]3[C:40](=[CH:41][C:42]([O:1][CH2:2][CH2:3][CH2:4][N:5]4[CH:6]=[CH:7][C:8](=[O:11])[CH:9]=[CH:10]4)=[C:43]([O:46][CH3:47])[CH:44]=3)[N:39]=[CH:38][N:37]=2)=[C:33]([F:51])[CH:32]=1. The yield is 0.110.